This data is from Catalyst prediction with 721,799 reactions and 888 catalyst types from USPTO. The task is: Predict which catalyst facilitates the given reaction. (1) Reactant: [F:1][C@H:2]1[C@H:7]([OH:8])[CH2:6][CH2:5][N:4](C(OCC2C=CC=CC=2)=O)[CH2:3]1.[CH3:31][C:30]([O:29][C:27](O[C:27]([O:29][C:30]([CH3:33])([CH3:32])[CH3:31])=[O:28])=[O:28])([CH3:33])[CH3:32].[H][H]. Product: [F:1][C@H:2]1[C@H:7]([OH:8])[CH2:6][CH2:5][N:4]([C:27]([O:29][C:30]([CH3:31])([CH3:32])[CH3:33])=[O:28])[CH2:3]1. The catalyst class is: 105. (2) Reactant: [CH2:1]1[C:3]2([CH2:8][CH2:7][NH:6][CH2:5][CH2:4]2)[CH:2]1[CH2:9][NH:10][C:11]([C:13]1[O:21][C:16]2=[CH:17][N:18]=[CH:19][CH:20]=[C:15]2[CH:14]=1)=[O:12].FC(F)(F)C(O)=O.[N:29]([C:32]1[CH:37]=[CH:36][C:35]([CH3:38])=[CH:34][CH:33]=1)=[C:30]=[O:31].C(N(CC)CC)C. Product: [C:35]1([CH3:38])[CH:36]=[CH:37][C:32]([NH:29][C:30]([N:6]2[CH2:7][CH2:8][C:3]3([CH2:1][CH:2]3[CH2:9][NH:10][C:11]([C:13]3[O:21][C:16]4=[CH:17][N:18]=[CH:19][CH:20]=[C:15]4[CH:14]=3)=[O:12])[CH2:4][CH2:5]2)=[O:31])=[CH:33][CH:34]=1. The catalyst class is: 85. (3) Reactant: Cl[C:2]1[N:7]=[C:6]([C:8]2[O:9][CH:10]=[CH:11][CH:12]=2)[N:5]=[C:4]([NH2:13])[CH:3]=1.[NH:14]1[CH:18]=[CH:17][CH:16]=[N:15]1.C(=O)([O-])[O-].[Cs+].[Cs+].O. Product: [O:9]1[CH:10]=[CH:11][CH:12]=[C:8]1[C:6]1[N:5]=[C:4]([NH2:13])[CH:3]=[C:2]([N:14]2[CH:18]=[CH:17][CH:16]=[N:15]2)[N:7]=1. The catalyst class is: 3.